This data is from Catalyst prediction with 721,799 reactions and 888 catalyst types from USPTO. The task is: Predict which catalyst facilitates the given reaction. Reactant: [Cl:1][C:2]1[CH:12]=[C:11]([Cl:13])[C:10]([Cl:14])=[CH:9][C:3]=1[O:4][CH2:5][C:6]([OH:8])=O.[NH2:15][C:16]1[CH:17]=[C:18]([CH:22]=[CH:23][CH:24]=1)[C:19]([NH2:21])=[O:20].C(Cl)CCl.C1C=CC2N(O)N=NC=2C=1.CCN(C(C)C)C(C)C. Product: [Cl:1][C:2]1[CH:12]=[C:11]([Cl:13])[C:10]([Cl:14])=[CH:9][C:3]=1[O:4][CH2:5][C:6]([NH:15][C:16]1[CH:17]=[C:18]([CH:22]=[CH:23][CH:24]=1)[C:19]([NH2:21])=[O:20])=[O:8]. The catalyst class is: 3.